Task: Predict the reactants needed to synthesize the given product.. Dataset: Full USPTO retrosynthesis dataset with 1.9M reactions from patents (1976-2016) (1) Given the product [CH2:23]([CH2:24][NH2:26])[OH:22].[OH:22][CH2:23][CH:24]([NH:26][C:3]([C:5]1[O:9][N:8]=[C:7]([O:10][CH2:11][C:12]2[C:13]([CH2:18][CH2:19][CH2:20][CH3:21])=[N:14][O:15][C:16]=2[CH3:17])[CH:6]=1)=[O:4])[CH3:25], predict the reactants needed to synthesize it. The reactants are: CO[C:3]([C:5]1[O:9][N:8]=[C:7]([O:10][CH2:11][C:12]2[C:13]([CH2:18][CH2:19][CH2:20][CH3:21])=[N:14][O:15][C:16]=2[CH3:17])[CH:6]=1)=[O:4].[OH:22][CH2:23][CH:24]([NH2:26])[CH3:25]. (2) Given the product [OH:12][C:9]1[CH:10]=[CH:11][C:2]([NH:1][C:27]([CH:24]2[CH2:23][CH2:22][N:21]([C:17]3[CH:18]=[CH:19][CH:20]=[C:15]([C:14]([F:31])([F:13])[F:30])[CH:16]=3)[CH2:26][CH2:25]2)=[O:28])=[C:3]2[C:8]=1[N:7]=[CH:6][CH:5]=[CH:4]2, predict the reactants needed to synthesize it. The reactants are: [NH2:1][C:2]1[CH:11]=[CH:10][C:9]([OH:12])=[C:8]2[C:3]=1[CH:4]=[CH:5][CH:6]=[N:7]2.[F:13][C:14]([F:31])([F:30])[C:15]1[CH:16]=[C:17]([N:21]2[CH2:26][CH2:25][CH:24]([C:27](O)=[O:28])[CH2:23][CH2:22]2)[CH:18]=[CH:19][CH:20]=1.